From a dataset of NCI-60 drug combinations with 297,098 pairs across 59 cell lines. Regression. Given two drug SMILES strings and cell line genomic features, predict the synergy score measuring deviation from expected non-interaction effect. Drug 1: C1=CC(=C2C(=C1NCCNCCO)C(=O)C3=C(C=CC(=C3C2=O)O)O)NCCNCCO. Synergy scores: CSS=85.3, Synergy_ZIP=-0.0692, Synergy_Bliss=-0.157, Synergy_Loewe=-0.931, Synergy_HSA=1.97. Drug 2: C1CN1P(=S)(N2CC2)N3CC3. Cell line: SR.